Dataset: Full USPTO retrosynthesis dataset with 1.9M reactions from patents (1976-2016). Task: Predict the reactants needed to synthesize the given product. (1) Given the product [Cl:1][C:2]1[CH:3]=[C:4]2[C:10]3([CH2:14][CH2:13][N:12]([C:15]([O:17][CH3:18])=[O:16])[CH2:11]3)[CH2:9][N:8]([C:30](=[O:31])[NH:22][C:23]3[S:24][CH:25]=[C:26]([CH3:28])[N:27]=3)[C:5]2=[CH:6][CH:7]=1, predict the reactants needed to synthesize it. The reactants are: [Cl:1][C:2]1[CH:3]=[C:4]2[C:10]3([CH2:14][CH2:13][N:12]([C:15]([O:17][C:18](C)(C)C)=[O:16])[CH2:11]3)[CH2:9][NH:8][C:5]2=[CH:6][CH:7]=1.[NH2:22][C:23]1[S:24][CH:25]=[C:26]([CH3:28])[N:27]=1.Cl[C:30](OC)=[O:31]. (2) Given the product [CH2:1]([O:3][C:4]([C:6]1[N:7]([C:24]2[CH:25]=[CH:26][C:21]([O:20][CH:17]([CH3:19])[CH3:18])=[CH:22][CH:23]=2)[C:8]2[C:13]([C:14]=1[Cl:15])=[CH:12][C:11]([I:32])=[CH:10][CH:9]=2)=[O:5])[CH3:2], predict the reactants needed to synthesize it. The reactants are: [CH2:1]([O:3][C:4]([C:6]1[NH:7][C:8]2[C:13]([C:14]=1[Cl:15])=[CH:12][C:11](Br)=[CH:10][CH:9]=2)=[O:5])[CH3:2].[CH:17]([O:20][C:21]1[CH:26]=[CH:25][C:24](B(O)O)=[CH:23][CH:22]=1)([CH3:19])[CH3:18].BrBr.[I:32]I.